Dataset: Reaction yield outcomes from USPTO patents with 853,638 reactions. Task: Predict the reaction yield, written as a fraction of the theoretical maximum amount of product (1.0 means a 100% yield; for example, 0.34 means a 34% yield). The reactants are [OH-].[Na+].[Cl:3][C:4]1[CH:9]=[C:8]([C:10]([O:12]C)=[O:11])[CH:7]=[CH:6][C:5]=1[C:14]1[CH:19]=[CH:18][CH:17]=[CH:16][C:15]=1[C:20]([F:23])([F:22])[F:21]. The catalyst is CO. The product is [Cl:3][C:4]1[CH:9]=[C:8]([C:10]([OH:12])=[O:11])[CH:7]=[CH:6][C:5]=1[C:14]1[CH:19]=[CH:18][CH:17]=[CH:16][C:15]=1[C:20]([F:21])([F:22])[F:23]. The yield is 0.930.